This data is from Reaction yield outcomes from USPTO patents with 853,638 reactions. The task is: Predict the reaction yield, written as a fraction of the theoretical maximum amount of product (1.0 means a 100% yield; for example, 0.34 means a 34% yield). The product is [CH2:23]([O:25][C:26](=[O:27])[C:28]1[CH:33]=[CH:32][C:31]([C:14]2[CH:13]=[N:12][C:7]3[NH:8][CH2:9][C:10](=[O:11])[N:5]([CH2:4][C:3]4[C:17]([F:22])=[CH:18][CH:19]=[C:20]([F:21])[C:2]=4[Cl:1])[C:6]=3[CH:15]=2)=[CH:30][CH:29]=1)[CH3:24]. The reactants are [Cl:1][C:2]1[C:20]([F:21])=[CH:19][CH:18]=[C:17]([F:22])[C:3]=1[CH2:4][N:5]1[C:10](=[O:11])[CH2:9][NH:8][C:7]2[N:12]=[CH:13][C:14](I)=[CH:15][C:6]1=2.[CH2:23]([O:25][C:26]([C:28]1[CH:33]=[CH:32][C:31](B(O)O)=[CH:30][CH:29]=1)=[O:27])[CH3:24]. The yield is 0.190. No catalyst specified.